Dataset: Cav3 T-type calcium channel HTS with 100,875 compounds. Task: Binary Classification. Given a drug SMILES string, predict its activity (active/inactive) in a high-throughput screening assay against a specified biological target. (1) The molecule is O=C1N(C(=O)N(C(=O)/C1=C(\Nc1c(OC)cc(OC)cc1)C)C)C. The result is 0 (inactive). (2) The compound is S(=O)(=O)(N1CCCCC1)c1ccc(cc1)CCC(OCC(=O)Nc1cc2OCOc2cc1)=O. The result is 1 (active). (3) The molecule is S(c1n(c(nn1)c1ccncc1)C)Cc1ncccc1. The result is 0 (inactive). (4) The compound is O1CCN(CC1)c1nc(OCCNC(=O)Nc2ccccc2)nc(n1)NC. The result is 0 (inactive). (5) The compound is O=C1N=c2n([nH]c(n2)NC(=O)c2cccnc2)C(C1)c1ccccc1. The result is 0 (inactive). (6) The molecule is Fc1ccc(N2CCN(C(=O)C3N(C(=O)CC3)Cc3ccc(cc3)C)CC2)cc1. The result is 1 (active). (7) The compound is O=C(N1CCCc2c1cccc2)Nc1cc(ccc1)C(=O)C. The result is 0 (inactive). (8) The compound is O1C2(OCC1)Cc1no[nH]c1=C(N=O)C2. The result is 0 (inactive). (9) The result is 0 (inactive). The drug is S\1C(N2CCN(CC2)CC)=NC(=O)C1=C/c1oc(cc1)C.